Regression. Given a peptide amino acid sequence and an MHC pseudo amino acid sequence, predict their binding affinity value. This is MHC class I binding data. From a dataset of Peptide-MHC class I binding affinity with 185,985 pairs from IEDB/IMGT. (1) The peptide sequence is QGWKGSPAI. The MHC is HLA-A02:03 with pseudo-sequence HLA-A02:03. The binding affinity (normalized) is 0.0111. (2) The peptide sequence is SDSVCACGL. The MHC is HLA-B40:01 with pseudo-sequence HLA-B40:01. The binding affinity (normalized) is 0.0117.